This data is from Full USPTO retrosynthesis dataset with 1.9M reactions from patents (1976-2016). The task is: Predict the reactants needed to synthesize the given product. The reactants are: Cl[C:2]1[N:7]=[C:6]([CH3:8])[CH:5]=[C:4]([S:9][CH3:10])[N:3]=1.[N:11]1([C:17]([O:19][C:20]([CH3:23])([CH3:22])[CH3:21])=[O:18])[CH2:16][CH2:15][NH:14][CH2:13][CH2:12]1.C(N(C(C)C)CC)(C)C. Given the product [CH3:8][C:6]1[CH:5]=[C:4]([S:9][CH3:10])[N:3]=[C:2]([N:14]2[CH2:13][CH2:12][N:11]([C:17]([O:19][C:20]([CH3:23])([CH3:22])[CH3:21])=[O:18])[CH2:16][CH2:15]2)[N:7]=1, predict the reactants needed to synthesize it.